From a dataset of Reaction yield outcomes from USPTO patents with 853,638 reactions. Predict the reaction yield, written as a fraction of the theoretical maximum amount of product (1.0 means a 100% yield; for example, 0.34 means a 34% yield). The reactants are [NH:1]1[C:9]2[C:4](=[CH:5][CH:6]=[CH:7][CH:8]=2)[C:3]([CH:10]=[O:11])=[CH:2]1.[OH-].[K+].[C:14]1([S:20](Cl)(=[O:22])=[O:21])[CH:19]=[CH:18][CH:17]=[CH:16][CH:15]=1. The catalyst is C(O)C. The product is [C:14]1([S:20]([N:1]2[C:9]3[C:4](=[CH:5][CH:6]=[CH:7][CH:8]=3)[C:3]([CH:10]=[O:11])=[CH:2]2)(=[O:22])=[O:21])[CH:19]=[CH:18][CH:17]=[CH:16][CH:15]=1. The yield is 0.330.